Dataset: Forward reaction prediction with 1.9M reactions from USPTO patents (1976-2016). Task: Predict the product of the given reaction. (1) Given the reactants [OH-].[Na+].[F:3][C:4]1[CH:5]=[C:6]([C:10]2[C@:11]3([CH2:27][CH2:26][C@H:25]4[C@@H:16]([CH2:17][CH2:18][C:19]5[CH:20]=[C:21]([C:28](O)=[O:29])[CH:22]=[CH:23][C:24]=54)[C@@H:13]3[CH2:14][CH:15]=2)[CH3:12])[CH:7]=[N:8][CH:9]=1.[NH2:31][C@@H:32]([CH3:41])[CH2:33][C:34]([O:36]C(C)(C)C)=[O:35], predict the reaction product. The product is: [F:3][C:4]1[CH:5]=[C:6]([C:10]2[C@:11]3([CH2:27][CH2:26][C@H:25]4[C@@H:16]([CH2:17][CH2:18][C:19]5[CH:20]=[C:21]([C:28]([NH:31][C@@H:32]([CH3:41])[CH2:33][C:34]([OH:36])=[O:35])=[O:29])[CH:22]=[CH:23][C:24]=54)[C@@H:13]3[CH2:14][CH:15]=2)[CH3:12])[CH:7]=[N:8][CH:9]=1. (2) Given the reactants [Cl:1][C:2]1[CH:3]=[C:4]([CH:7]=[CH:8][C:9]=1F)[CH:5]=[O:6].[NH2:11][C:12]1[CH:17]=[CH:16][C:15]([OH:18])=[CH:14][C:13]=1[N+:19]([O-:21])=[O:20], predict the reaction product. The product is: [NH2:11][C:12]1[CH:17]=[CH:16][C:15]([O:18][C:9]2[CH:8]=[CH:7][C:4]([CH:5]=[O:6])=[CH:3][C:2]=2[Cl:1])=[CH:14][C:13]=1[N+:19]([O-:21])=[O:20]. (3) Given the reactants [CH2:1]1[C:9]2[C:4](=[CH:5][CH:6]=[CH:7][CH:8]=2)[CH2:3][CH:2]1[NH:10][C:11]1[N:12]=[CH:13][C:14]2[CH2:20][NH:19][CH2:18][CH2:17][C:15]=2[N:16]=1.[N:21]1[N:22]=[C:23]([CH2:26][CH2:27][CH2:28][CH2:29][C:30](O)=[O:31])[NH:24][CH:25]=1.N1C=CC(N)=CC=1.Cl.CN(C)CCCN=C=NCC, predict the reaction product. The product is: [CH2:1]1[C:9]2[C:4](=[CH:5][CH:6]=[CH:7][CH:8]=2)[CH2:3][CH:2]1[NH:10][C:11]1[N:12]=[CH:13][C:14]2[CH2:20][N:19]([C:30](=[O:31])[CH2:29][CH2:28][CH2:27][CH2:26][C:23]3[NH:24][CH:25]=[N:21][N:22]=3)[CH2:18][CH2:17][C:15]=2[N:16]=1. (4) Given the reactants [CH3:1][C:2]1[CH:3]=[C:4]([CH:51]=[CH:52][CH:53]=1)[CH2:5][C@@H:6]([C:23]([NH:25][C:26](=[O:50])[C@H:27]([CH2:29][S:30]C(C1C=CC=CC=1)(C1C=CC=CC=1)C1C=CC=CC=1)[NH2:28])=[O:24])[NH:7][C:8](=[O:22])[CH:9]([C:16]1[CH:21]=[CH:20][CH:19]=[CH:18][CH:17]=1)[C:10]1[CH:15]=[CH:14][CH:13]=[CH:12][CH:11]=1.C([SiH](CC)CC)C.FC(F)(F)C(O)=O, predict the reaction product. The product is: [CH3:1][C:2]1[CH:3]=[C:4]([CH:51]=[CH:52][CH:53]=1)[CH2:5][C@@H:6]([C:23]([NH:25][C:26](=[O:50])[C@H:27]([CH2:29][SH:30])[NH2:28])=[O:24])[NH:7][C:8](=[O:22])[CH:9]([C:16]1[CH:21]=[CH:20][CH:19]=[CH:18][CH:17]=1)[C:10]1[CH:11]=[CH:12][CH:13]=[CH:14][CH:15]=1. (5) Given the reactants [CH:1]([C:3]1[CH:13]=[CH:12][C:6]([CH:7]=[CH:8][C:9]([OH:11])=[O:10])=[CH:5][CH:4]=1)=[O:2], predict the reaction product. The product is: [OH:2][CH2:1][C:3]1[CH:13]=[CH:12][C:6]([CH2:7][CH2:8][C:9]([OH:11])=[O:10])=[CH:5][CH:4]=1. (6) Given the reactants [NH2:1][CH:2]1[CH2:7]CC(NC([NH:1][CH:2]2[CH2:7]CC(N)[CH2:4][CH2:3]2)=O)[CH2:4][CH2:3]1.C(O[C:24](=[O:26])[NH2:25])(C)(C)C.C(OC(=O)[NH:33][C@@H:34]1[CH2:38][CH2:37][NH:36][CH2:35]1)(C)(C)C, predict the reaction product. The product is: [NH2:33][C@@H:34]1[CH2:38][CH2:37][N:36]([C:24]([N:25]2[CH2:4][CH2:3][C@@H:2]([NH2:1])[CH2:7]2)=[O:26])[CH2:35]1. (7) Given the reactants [Cl:1][CH2:2][CH2:3][CH2:4][CH2:5][C:6]1([CH2:16][CH3:17])[C:14]2[C:9](=[CH:10][CH:11]=[CH:12][CH:13]=2)[NH:8][C:7]1=[O:15].[F:18][C:19]1[CH:24]=[CH:23][C:22]([C:25]2[CH2:26][CH2:27][NH:28][CH2:29][CH:30]=2)=[CH:21][CH:20]=1, predict the reaction product. The product is: [ClH:1].[CH2:16]([C:6]1([CH2:5][CH2:4][CH2:3][CH2:2][N:28]2[CH2:27][CH:26]=[C:25]([C:22]3[CH:23]=[CH:24][C:19]([F:18])=[CH:20][CH:21]=3)[CH2:30][CH2:29]2)[C:14]2[C:9](=[CH:10][CH:11]=[CH:12][CH:13]=2)[NH:8][C:7]1=[O:15])[CH3:17]. (8) Given the reactants [OH:1][CH2:2][CH2:3][CH2:4][CH2:5][CH2:6][CH2:7][CH:8]1[O:21][C:11]2=[N:12][C:13]3[CH:18]=[C:17]([C:19]#[N:20])[CH:16]=[CH:15][C:14]=3[N:10]2[CH2:9]1.[OH:22][CH2:23][CH2:24][CH2:25][CH2:26][CH2:27][CH2:28][CH:29]1[O:42][C:32]2=[N:33][C:34]3[CH:39]=[CH:38][C:37]([C:40]#[N:41])=[CH:36][C:35]=3[N:31]2[CH2:30]1.C(N(CC)CC)C.[S:50](Cl)([C:53]1[CH:59]=[CH:58][C:56]([CH3:57])=[CH:55][CH:54]=1)(=[O:52])=[O:51], predict the reaction product. The product is: [CH3:57][C:56]1[CH:58]=[CH:59][C:53]([S:50]([O:1][CH2:2][CH2:3][CH2:4][CH2:5][CH2:6][CH2:7][CH:8]2[O:21][C:11]3=[N:12][C:13]4[CH:18]=[C:17]([C:19]#[N:20])[CH:16]=[CH:15][C:14]=4[N:10]3[CH2:9]2)(=[O:52])=[O:51])=[CH:54][CH:55]=1.[CH3:57][C:56]1[CH:58]=[CH:59][C:53]([S:50]([O:22][CH2:23][CH2:24][CH2:25][CH2:26][CH2:27][CH2:28][CH:29]2[O:42][C:32]3=[N:33][C:34]4[CH:39]=[CH:38][C:37]([C:40]#[N:41])=[CH:36][C:35]=4[N:31]3[CH2:30]2)(=[O:52])=[O:51])=[CH:54][CH:55]=1.